The task is: Regression. Given a peptide amino acid sequence and an MHC pseudo amino acid sequence, predict their binding affinity value. This is MHC class II binding data.. This data is from Peptide-MHC class II binding affinity with 134,281 pairs from IEDB. (1) The peptide sequence is AFIVAATAANAAPAN. The MHC is DRB1_0401 with pseudo-sequence DRB1_0401. The binding affinity (normalized) is 0.771. (2) The peptide sequence is GELQIVDKIYAAFKI. The MHC is DRB1_1101 with pseudo-sequence DRB1_1101. The binding affinity (normalized) is 0.764. (3) The peptide sequence is SVRIRVRSGGHDYEG. The MHC is HLA-DQA10301-DQB10302 with pseudo-sequence HLA-DQA10301-DQB10302. The binding affinity (normalized) is 0.155.